Regression. Given a peptide amino acid sequence and an MHC pseudo amino acid sequence, predict their binding affinity value. This is MHC class II binding data. From a dataset of Peptide-MHC class II binding affinity with 134,281 pairs from IEDB. (1) The peptide sequence is YTVALFLAVALVAGP. The MHC is DRB1_1602 with pseudo-sequence DRB1_1602. The binding affinity (normalized) is 0.135. (2) The peptide sequence is GELQIVDKIDAAFKA. The MHC is DRB1_0802 with pseudo-sequence DRB1_0802. The binding affinity (normalized) is 0.290. (3) The peptide sequence is EGRVEIDFDYCPGTTVTL. The MHC is DRB3_0101 with pseudo-sequence DRB3_0101. The binding affinity (normalized) is 0.213. (4) The MHC is HLA-DQA10401-DQB10402 with pseudo-sequence HLA-DQA10401-DQB10402. The peptide sequence is RLFKAFILDGDNLFP. The binding affinity (normalized) is 0.118. (5) The peptide sequence is GGSVIRISSANPEDL. The MHC is DRB1_0401 with pseudo-sequence DRB1_0401. The binding affinity (normalized) is 0.516. (6) The peptide sequence is KESGDAASGADGTYD. The MHC is DRB1_1201 with pseudo-sequence DRB1_1201. The binding affinity (normalized) is 0. (7) The peptide sequence is SKLKAEATTDGLGWY. The MHC is DRB1_0901 with pseudo-sequence DRB1_0901. The binding affinity (normalized) is 0.382.